Dataset: Full USPTO retrosynthesis dataset with 1.9M reactions from patents (1976-2016). Task: Predict the reactants needed to synthesize the given product. (1) The reactants are: [Cl:1][C:2]1[N:7]=[CH:6][C:5]([CH2:8][N:9]2[CH2:15][CH:14]=[CH:13][CH2:12][CH:11]3[O:16][C:17](=[O:19])[CH:18]=[C:10]23)=[CH:4][CH:3]=1.C1(P(C2C=CC=CC=2)C2C=CC=CC=2)C=CC=CC=1. Given the product [Cl:1][C:2]1[N:7]=[CH:6][C:5]([CH2:8][N:9]2[CH2:15][CH2:14][CH2:13][CH2:12][CH:11]3[O:16][C:17](=[O:19])[CH:18]=[C:10]23)=[CH:4][CH:3]=1, predict the reactants needed to synthesize it. (2) Given the product [Cl:18][C:11]1[CH:12]=[C:13]2[C:40](=[CH:9][N:10]=1)[N:41]([CH3:42])[C:43](=[O:44])[C:26]([C:24]([O:23][CH3:19])=[O:25])=[C:14]2[OH:16], predict the reactants needed to synthesize it. The reactants are: C(OC(C1[C:13]([C:14]([O:16]C)=O)=[CH:12][C:11]([Cl:18])=[N:10][CH:9]=1)=O)(C)(C)C.[C:19]([O:23][C:24]([C:26]1C(C(O)=O)=CC(Cl)=NC=1)=[O:25])(C)(C)C.[H-].[Na+].CI.[CH3:40][N:41]([CH:43]=[O:44])[CH3:42]. (3) Given the product [CH2:1]([CH:5]1[CH2:10][NH:9][C:8](=[O:18])[CH2:7][C:6]1=[O:19])[CH:2]([CH3:4])[CH3:3], predict the reactants needed to synthesize it. The reactants are: [CH2:1]([CH:5]1[CH2:10][N:9](C(OC(C)(C)C)=O)[C:8](=[O:18])[CH2:7][C:6]1=[O:19])[CH:2]([CH3:4])[CH3:3].C(O)(C(F)(F)F)=O. (4) Given the product [F:1][C:2]([F:21])([F:20])[C:3]1[CH:8]=[C:7]([C:9]2[CH:14]=[CH:13][C:12]([N+:15]([O-:17])=[O:16])=[CH:11][CH:10]=2)[N:6]=[C:5]([C:45]2[CH:46]=[CH:47][C:42]([C:41]([F:52])([F:51])[F:40])=[CH:43][CH:44]=2)[N:4]=1, predict the reactants needed to synthesize it. The reactants are: [F:1][C:2]([F:21])([F:20])[C:3]1[CH:8]=[C:7]([C:9]2[CH:14]=[CH:13][C:12]([N+:15]([O-:17])=[O:16])=[CH:11][CH:10]=2)[N:6]=[C:5](SC)[N:4]=1.[N+](C1C=CC(C(=O)CC(=O)C(F)(F)F)=CC=1)([O-])=O.[F:40][C:41]([F:52])([F:51])[C:42]1[CH:47]=[CH:46][C:45](B(O)O)=[CH:44][CH:43]=1.O1C=CC=C1P(C1OC=CC=1)C1OC=CC=1. (5) Given the product [C:35]([O:34][C:30](=[O:33])[CH2:31][CH2:32][N:24]1[CH2:23][CH2:22][C:21]2[C:26](=[CH:27][CH:28]=[C:19]([C:16]3[N:15]=[C:14]([C:10]4[CH:9]=[C:8]5[C:13](=[CH:12][CH:11]=4)[N:5]([CH:2]([CH3:4])[CH3:3])[N:6]=[CH:7]5)[O:18][N:17]=3)[C:20]=2[CH3:29])[CH2:25]1)([CH3:38])([CH3:37])[CH3:36], predict the reactants needed to synthesize it. The reactants are: Cl.[CH:2]([N:5]1[C:13]2[C:8](=[CH:9][C:10]([C:14]3[O:18][N:17]=[C:16]([C:19]4[C:20]([CH3:29])=[C:21]5[C:26](=[CH:27][CH:28]=4)[CH2:25][NH:24][CH2:23][CH2:22]5)[N:15]=3)=[CH:11][CH:12]=2)[CH:7]=[N:6]1)([CH3:4])[CH3:3].[C:30]([O:34][C:35]([CH3:38])([CH3:37])[CH3:36])(=[O:33])[CH:31]=[CH2:32]. (6) Given the product [CH2:7]([O:6][C:4](=[O:5])[CH2:3][O:22][CH2:21][C:16]([C:23]1[CH:28]=[CH:27][CH:26]=[C:25]([Br:29])[CH:24]=1)([NH:15][C:14]([O:13][C:9]([CH3:12])([CH3:11])[CH3:10])=[O:30])[C:17]([F:18])([F:19])[F:20])[CH3:8], predict the reactants needed to synthesize it. The reactants are: [N+](=[CH:3][C:4]([O:6][CH2:7][CH3:8])=[O:5])=[N-].[C:9]([O:13][C:14](=[O:30])[NH:15][C:16]([C:23]1[CH:28]=[CH:27][CH:26]=[C:25]([Br:29])[CH:24]=1)([CH2:21][OH:22])[C:17]([F:20])([F:19])[F:18])([CH3:12])([CH3:11])[CH3:10]. (7) Given the product [ClH:9].[ClH:9].[NH2:1][C@H:2]1[CH2:7][CH2:6][C@H:5]([NH:8][C:10]2[N:18]=[C:17]3[C:13]([N:14]=[CH:15][N:16]3[CH:19]3[CH2:20][CH2:21][CH2:22][CH2:23]3)=[C:12]([NH:24][C:25]3[CH:30]=[CH:29][C:28]([N+:31]([O-:33])=[O:32])=[CH:27][CH:26]=3)[N:11]=2)[CH2:4][CH2:3]1, predict the reactants needed to synthesize it. The reactants are: [NH2:1][C@H:2]1[CH2:7][CH2:6][C@H:5]([NH2:8])[CH2:4][CH2:3]1.[Cl:9][C:10]1[N:18]=[C:17]2[C:13]([N:14]=[CH:15][N:16]2[CH:19]2[CH2:23][CH2:22][CH2:21][CH2:20]2)=[C:12]([NH:24][C:25]2[CH:30]=[CH:29][C:28]([N+:31]([O-:33])=[O:32])=[CH:27][CH:26]=2)[N:11]=1. (8) Given the product [Cl:26][CH2:27][CH2:28][O:29][CH2:30][C:31]([NH:1][C:2]1[CH:7]=[CH:6][C:5]([C:8]2[C:14]3[CH:15]=[C:16]([O:19][CH3:20])[CH:17]=[CH:18][C:13]=3[CH2:12][C@H:11]([CH3:21])[N:10]([C:22]([NH:24][CH3:25])=[O:23])[N:9]=2)=[CH:4][CH:3]=1)=[O:32], predict the reactants needed to synthesize it. The reactants are: [NH2:1][C:2]1[CH:7]=[CH:6][C:5]([C:8]2[C:14]3[CH:15]=[C:16]([O:19][CH3:20])[CH:17]=[CH:18][C:13]=3[CH2:12][C@H:11]([CH3:21])[N:10]([C:22]([NH:24][CH3:25])=[O:23])[N:9]=2)=[CH:4][CH:3]=1.[Cl:26][CH2:27][CH2:28][O:29][CH2:30][C:31](Cl)=[O:32].O.C(=O)(O)[O-].[Na+]. (9) Given the product [CH3:4][C:2]([Si:5]([CH3:17])([CH3:16])[O:6][CH2:7][CH2:8][N:9]1[C:13]([CH2:14][O:15][C:19]2[C:28]3[C:23](=[CH:24][CH:25]=[CH:26][CH:27]=3)[C:22]3=[N:29][N:30]=[C:31]([C:32]4[CH:36]=[C:35]([CH3:37])[O:34][N:33]=4)[N:21]3[N:20]=2)=[CH:12][N:11]=[N:10]1)([CH3:1])[CH3:3], predict the reactants needed to synthesize it. The reactants are: [CH3:1][C:2]([Si:5]([CH3:17])([CH3:16])[O:6][CH2:7][CH2:8][N:9]1[C:13]([CH2:14][OH:15])=[CH:12][N:11]=[N:10]1)([CH3:4])[CH3:3].Cl[C:19]1[C:28]2[C:23](=[CH:24][CH:25]=[CH:26][CH:27]=2)[C:22]2=[N:29][N:30]=[C:31]([C:32]3[CH:36]=[C:35]([CH3:37])[O:34][N:33]=3)[N:21]2[N:20]=1. (10) Given the product [C:45](=[O:46])([O:23][C:21]1([C:26]([F:29])([F:28])[F:27])[CH2:22][O:19][CH2:20]1)[O:44][C:35]1[C:36]([F:43])=[C:37]([F:42])[C:38]([F:41])=[C:39]([F:40])[C:34]=1[F:33], predict the reactants needed to synthesize it. The reactants are: [F-].C([N+](CCCC)(CCCC)CCCC)CCC.[O:19]1[CH2:22][C:21](=[O:23])[CH2:20]1.C[Si](C)(C)[C:26]([F:29])([F:28])[F:27].Cl.[F:33][C:34]1[C:39]([F:40])=[C:38]([F:41])[C:37]([F:42])=[C:36]([F:43])[C:35]=1[O:44][C:45](=O)[O:46]C1C(F)=C(F)C(F)=C(F)C=1F.C(N(CC)CC)C.